From a dataset of Forward reaction prediction with 1.9M reactions from USPTO patents (1976-2016). Predict the product of the given reaction. (1) Given the reactants [C:1]1([C:7]2[NH:11][N:10]=[C:9]([C:12]([NH:14][CH2:15][C:16]([OH:18])=O)=[O:13])[CH:8]=2)[CH:6]=[CH:5][CH:4]=[CH:3][CH:2]=1.CCN(C(C)C)C(C)C.C1C=CC2N(O)N=NC=2C=1.CCN=C=NCCCN(C)C.Cl.Cl.[N+:51]([C:54]1[CH:66]=[CH:65][CH:64]=[CH:63][C:55]=1[O:56][CH:57]1[CH2:62][CH2:61][NH:60][CH2:59][CH2:58]1)([O-:53])=[O:52], predict the reaction product. The product is: [N+:51]([C:54]1[CH:66]=[CH:65][CH:64]=[CH:63][C:55]=1[O:56][CH:57]1[CH2:62][CH2:61][N:60]([C:16](=[O:18])[CH2:15][NH:14][C:12]([C:9]2[CH:8]=[C:7]([C:1]3[CH:2]=[CH:3][CH:4]=[CH:5][CH:6]=3)[NH:11][N:10]=2)=[O:13])[CH2:59][CH2:58]1)([O-:53])=[O:52]. (2) Given the reactants O[C@H](C(C)C)[C@@H](N([C:12]1[CH:17]=[CH:16][C:15]([C:18]2[CH:23]=[CH:22][CH:21]=[CH:20][CH:19]=2)=[CH:14][CH:13]=1)C(OC)=O)C(O)=O.O[C@@H:28]([CH:50]([CH3:52])[CH3:51])[C@@H:29]([N:33]([C:38]1C=CC(C2C=CC=CC=2)=CC=1)[C:34]([O:36]C)=[O:35])[C:30]([OH:32])=[O:31].CCN(CC)CC.CN(C(ON1N=NC2C=CC=CC1=2)=[N+](C)C)C.[B-](F)(F)(F)F, predict the reaction product. The product is: [C:18]1([C:15]2[CH:14]=[CH:13][C:12]([O:36][C:34](=[O:35])[N:33]([CH3:38])[C@H:29]3[C:30](=[O:32])[O:31][C@@H:28]3[CH:50]([CH3:52])[CH3:51])=[CH:17][CH:16]=2)[CH:19]=[CH:20][CH:21]=[CH:22][CH:23]=1.